From a dataset of Full USPTO retrosynthesis dataset with 1.9M reactions from patents (1976-2016). Predict the reactants needed to synthesize the given product. (1) Given the product [CH3:1][C:2]1[CH:9]=[CH:8][C:7]([C:10]([F:13])([F:12])[F:11])=[CH:6][C:3]=1[CH2:4][O:26][C:27]1[CH:36]=[C:35]2[C:30]([C:31]([C:42]3[CH:46]=[CH:45][S:44][CH:43]=3)=[CH:32][C:33]([C:37]([OH:39])=[O:38])=[CH:34]2)=[CH:29][CH:28]=1, predict the reactants needed to synthesize it. The reactants are: [CH3:1][C:2]1[CH:9]=[CH:8][C:7]([C:10]([F:13])([F:12])[F:11])=[CH:6][C:3]=1[CH2:4]Cl.COCCOCCOCCOC.[OH:26][C:27]1[CH:36]=[C:35]2[C:30]([C:31]([C:42]3[CH:46]=[CH:45][S:44][CH:43]=3)=[CH:32][C:33]([C:37]([O:39]CC)=[O:38])=[CH:34]2)=[CH:29][CH:28]=1.C(=O)([O-])[O-].[K+].[K+].NCCNCCNCCNCCN.C(Cl)C1C=CC=CC=1.[Li+].[OH-].C(O)=O. (2) The reactants are: [OH:1][N:2]1[C:6](=[O:7])[C:5]2=[CH:8][CH:9]=[CH:10][CH:11]=[C:4]2[C:3]1=[O:12].C1(P(C2C=CC=CC=2)C2C=CC=CC=2)C=CC=CC=1.[Br:32][C:33]1[CH:34]=[CH:35][C:36]2[C:37]3[S:45][C:44]([CH2:46]O)=[N:43][C:38]=3[CH:39]=[N:40][C:41]=2[CH:42]=1.N(C(OCC)=O)=NC(OCC)=O. Given the product [Br:32][C:33]1[CH:34]=[CH:35][C:36]2[C:37]3[S:45][C:44]([CH2:46][O:1][N:2]4[C:3](=[O:12])[C:4]5[C:5](=[CH:8][CH:9]=[CH:10][CH:11]=5)[C:6]4=[O:7])=[N:43][C:38]=3[CH:39]=[N:40][C:41]=2[CH:42]=1, predict the reactants needed to synthesize it.